This data is from Catalyst prediction with 721,799 reactions and 888 catalyst types from USPTO. The task is: Predict which catalyst facilitates the given reaction. (1) Reactant: [F:1][C:2]1[CH:24]=[CH:23][C:5]([O:6][C:7]2[CH:8]=[C:9]3[C:13](=[CH:14][C:15]=2[C:16]([NH2:18])=[O:17])[N:12]([CH2:19][CH:20]([CH3:22])[CH3:21])[N:11]=[CH:10]3)=[CH:4][CH:3]=1.C(N1C=CN=C1)(N1C=CN=C1)=O.[C:37]([O:41][C:42]([N:44]1[CH2:48][CH2:47][CH:46](N)[CH2:45]1)=[O:43])([CH3:40])([CH3:39])[CH3:38]. Product: [C:37]([O:41][C:42]([N:44]1[CH2:48][CH2:47][CH:46]([NH:18][C:16]([C:15]2[CH:14]=[C:13]3[C:9]([CH:10]=[N:11][N:12]3[CH2:19][CH:20]([CH3:22])[CH3:21])=[CH:8][C:7]=2[O:6][C:5]2[CH:23]=[CH:24][C:2]([F:1])=[CH:3][CH:4]=2)=[O:17])[CH2:45]1)=[O:43])([CH3:40])([CH3:38])[CH3:39]. The catalyst class is: 1. (2) Reactant: [Br:1][C:2]1[CH:7]=[CH:6][C:5]([C:8]2([C:11]([NH:13][NH2:14])=O)[CH2:10][CH2:9]2)=[C:4]([F:15])[CH:3]=1.[Si:16]([O:23][CH2:24][C:25]1([CH3:34])[S:31][CH2:30][CH2:29][N:28]=[C:27](SC)[CH2:26]1)([C:19]([CH3:22])([CH3:21])[CH3:20])([CH3:18])[CH3:17]. Product: [Br:1][C:2]1[CH:7]=[CH:6][C:5]([C:8]2([C:11]3[N:28]4[CH2:29][CH2:30][S:31][C:25]([CH2:24][O:23][Si:16]([C:19]([CH3:22])([CH3:21])[CH3:20])([CH3:18])[CH3:17])([CH3:34])[CH2:26][C:27]4=[N:14][N:13]=3)[CH2:10][CH2:9]2)=[C:4]([F:15])[CH:3]=1. The catalyst class is: 51. (3) Reactant: CC([N:5]([C@H:9]([CH3:29])[C:10]([NH:12][C:13]1[CH:18]=[CH:17][C:16]([O:19][C:20]2[CH:25]=[C:24]([O:26][CH3:27])[CH:23]=[CH:22][C:21]=2[CH3:28])=[CH:15][CH:14]=1)=[O:11])C(=O)[O-])(C)C.C(O)(C(F)(F)F)=O. Product: [CH3:28][C:21]1[CH:22]=[CH:23][C:24]([O:26][CH3:27])=[CH:25][C:20]=1[O:19][C:16]1[CH:17]=[CH:18][C:13]([NH:12][C:10](=[O:11])[C@@H:9]([CH3:29])[NH2:5])=[CH:14][CH:15]=1. The catalyst class is: 4. (4) Reactant: [C:1]([O:5][C:6]([NH:8][CH:9]([CH2:29][CH2:30][O:31][C:32]1[CH:37]=[CH:36][C:35]([C:38]#[N:39])=[CH:34][CH:33]=1)[CH2:10][N:11]1[CH:16]2[CH2:17][CH2:18][CH:12]1[CH2:13][N:14](C(OCC1C=CC=CC=1)=O)[CH2:15]2)=[O:7])([CH3:4])([CH3:3])[CH3:2]. Product: [C:38]([C:35]1[CH:34]=[CH:33][C:32]([O:31][CH2:30][CH2:29][CH:9]([NH:8][C:6](=[O:7])[O:5][C:1]([CH3:2])([CH3:3])[CH3:4])[CH2:10][N:11]2[CH:12]3[CH2:18][CH2:17][CH:16]2[CH2:15][NH:14][CH2:13]3)=[CH:37][CH:36]=1)#[N:39]. The catalyst class is: 29. (5) Reactant: [CH3:1][O:2][C:3]1[CH:8]=[CH:7][C:6]([S:9]([N:12]2[CH2:17][CH2:16][N:15]([CH2:18][C:19]3[NH:28][C:27](=[O:29])[C:26]4[C:21](=[CH:22][CH:23]=[CH:24][CH:25]=4)[N:20]=3)[CH2:14][CH2:13]2)(=[O:11])=[O:10])=[CH:5][CH:4]=1.[CH:30]1(O)[CH2:35][CH2:34][CH2:33][CH2:32][CH2:31]1. Product: [CH:30]1([O:29][C:27]2[C:26]3[C:21](=[CH:22][CH:23]=[CH:24][CH:25]=3)[N:20]=[C:19]([CH2:18][N:15]3[CH2:14][CH2:13][N:12]([S:9]([C:6]4[CH:5]=[CH:4][C:3]([O:2][CH3:1])=[CH:8][CH:7]=4)(=[O:10])=[O:11])[CH2:17][CH2:16]3)[N:28]=2)[CH2:35][CH2:34][CH2:33][CH2:32][CH2:31]1. The catalyst class is: 265. (6) Reactant: [OH:1][C:2]1[CH:3]=[C:4]([CH:7]=[CH:8][C:9]=1[OH:10])[CH:5]=[O:6].[CH3:11][C:12]([CH3:16])=[CH:13][CH:14]=O. Product: [OH:1][C:2]1[CH:3]=[C:4]([CH:5]=[O:6])[CH:7]=[C:8]2[C:9]=1[O:10][C:12]([CH3:16])([CH3:11])[CH:13]=[CH:14]2. The catalyst class is: 298.